From a dataset of Catalyst prediction with 721,799 reactions and 888 catalyst types from USPTO. Predict which catalyst facilitates the given reaction. (1) Reactant: [CH3:1][O:2][C:3]([C:5]1[CH:6]=[C:7]2[C:12](=[CH:13][CH:14]=1)[N:11]1[C:15]([O:18][CH3:19])=[N:16][N:17]=[C:10]1[C:9](Cl)=[N:8]2)=[O:4].[N:21]1[CH:26]=[CH:25][C:24]([CH2:27][CH2:28][NH2:29])=[CH:23][CH:22]=1.C(=O)(O)[O-].[Na+]. Product: [CH3:1][O:2][C:3]([C:5]1[CH:6]=[C:7]2[C:12](=[CH:13][CH:14]=1)[N:11]1[C:15]([O:18][CH3:19])=[N:16][N:17]=[C:10]1[C:9]([NH:29][CH2:28][CH2:27][C:24]1[CH:25]=[CH:26][N:21]=[CH:22][CH:23]=1)=[N:8]2)=[O:4]. The catalyst class is: 303. (2) Reactant: [NH2:1][C:2]1[CH:3]=[C:4]([CH:19]=[CH:20][C:21]=1[CH3:22])[O:5][C:6]1[CH:7]=[CH:8][C:9]2[N:10]([CH:12]=[C:13]([NH:15][C:16](=[O:18])[CH3:17])[N:14]=2)[N:11]=1.[CH3:23][N:24]1[CH:28]=[CH:27][N:26]=[C:25]1[C:29](O)=[O:30].Cl.C(N=C=NCCCN(C)C)C.ON1C2C=CC=CC=2N=N1.C(=O)([O-])O.[Na+]. Product: [C:16]([NH:15][C:13]1[N:14]=[C:9]2[CH:8]=[CH:7][C:6]([O:5][C:4]3[CH:19]=[CH:20][C:21]([CH3:22])=[C:2]([NH:1][C:29]([C:25]4[N:24]([CH3:23])[CH:28]=[CH:27][N:26]=4)=[O:30])[CH:3]=3)=[N:11][N:10]2[CH:12]=1)(=[O:18])[CH3:17]. The catalyst class is: 9. (3) Reactant: [F:1][C:2]1[C:7]([F:8])=[CH:6][CH:5]=[C:4]([N+:9]([O-])=O)[C:3]=1[NH:12][CH2:13][CH2:14][OH:15].[H][H]. Product: [NH2:9][C:4]1[C:3]([NH:12][CH2:13][CH2:14][OH:15])=[C:2]([F:1])[C:7]([F:8])=[CH:6][CH:5]=1. The catalyst class is: 604. (4) The catalyst class is: 3. Product: [CH2:16]([N:18]([CH2:22][CH3:23])[CH2:19][CH2:20][O:21][C:2]1[CH:12]=[CH:11][C:10]([N+:13]([O-:15])=[O:14])=[CH:9][C:3]=1[C:4]([O:6][CH2:7][CH3:8])=[O:5])[CH3:17]. Reactant: F[C:2]1[CH:12]=[CH:11][C:10]([N+:13]([O-:15])=[O:14])=[CH:9][C:3]=1[C:4]([O:6][CH2:7][CH3:8])=[O:5].[CH2:16]([N:18]([CH2:22][CH3:23])[CH2:19][CH2:20][OH:21])[CH3:17].[H-].[Na+].